Dataset: NCI-60 drug combinations with 297,098 pairs across 59 cell lines. Task: Regression. Given two drug SMILES strings and cell line genomic features, predict the synergy score measuring deviation from expected non-interaction effect. (1) Drug 1: CC1=C(C(CCC1)(C)C)C=CC(=CC=CC(=CC(=O)O)C)C. Drug 2: C1CN(P(=O)(OC1)NCCCl)CCCl. Cell line: NCI-H226. Synergy scores: CSS=-1.18, Synergy_ZIP=0.732, Synergy_Bliss=0.470, Synergy_Loewe=-0.556, Synergy_HSA=-0.752. (2) Drug 1: C(CN)CNCCSP(=O)(O)O. Drug 2: N.N.Cl[Pt+2]Cl. Cell line: MALME-3M. Synergy scores: CSS=59.7, Synergy_ZIP=-1.85, Synergy_Bliss=-2.37, Synergy_Loewe=-9.97, Synergy_HSA=3.26. (3) Drug 1: C1CC(=O)NC(=O)C1N2CC3=C(C2=O)C=CC=C3N. Drug 2: C1=NC2=C(N=C(N=C2N1C3C(C(C(O3)CO)O)O)F)N. Cell line: SF-268. Synergy scores: CSS=14.6, Synergy_ZIP=-0.569, Synergy_Bliss=5.01, Synergy_Loewe=5.85, Synergy_HSA=4.79. (4) Drug 1: CCN(CC)CCCC(C)NC1=C2C=C(C=CC2=NC3=C1C=CC(=C3)Cl)OC. Drug 2: CC(C)NC(=O)C1=CC=C(C=C1)CNNC.Cl. Cell line: NCI-H522. Synergy scores: CSS=32.9, Synergy_ZIP=-4.66, Synergy_Bliss=-1.12, Synergy_Loewe=1.14, Synergy_HSA=1.64. (5) Drug 1: CC1OCC2C(O1)C(C(C(O2)OC3C4COC(=O)C4C(C5=CC6=C(C=C35)OCO6)C7=CC(=C(C(=C7)OC)O)OC)O)O. Drug 2: C1C(C(OC1N2C=NC3=C(N=C(N=C32)Cl)N)CO)O. Cell line: COLO 205. Synergy scores: CSS=47.4, Synergy_ZIP=-7.84, Synergy_Bliss=-9.67, Synergy_Loewe=-9.08, Synergy_HSA=-7.68.